Dataset: Catalyst prediction with 721,799 reactions and 888 catalyst types from USPTO. Task: Predict which catalyst facilitates the given reaction. (1) Reactant: [CH2:1]([O:8][C:9]1[CH:14]=[C:13]([O:15][CH2:16][C:17]2[CH:22]=[CH:21][CH:20]=[CH:19][CH:18]=2)[C:12]([CH:23]([CH3:25])[CH3:24])=[CH:11][C:10]=1[C:26](=[N:40][NH2:41])[NH:27][C:28]1[CH:33]=[CH:32][C:31]([N:34]2[CH2:39][CH2:38][O:37][CH2:36][CH2:35]2)=[CH:30][CH:29]=1)[C:2]1[CH:7]=[CH:6][CH:5]=[CH:4][CH:3]=1.[C:42](N1C=CN=C1)(N1C=CN=C1)=[O:43]. Product: [CH2:1]([O:8][C:9]1[CH:14]=[C:13]([O:15][CH2:16][C:17]2[CH:18]=[CH:19][CH:20]=[CH:21][CH:22]=2)[C:12]([CH:23]([CH3:25])[CH3:24])=[CH:11][C:10]=1[C:26]1[N:27]([C:28]2[CH:33]=[CH:32][C:31]([N:34]3[CH2:39][CH2:38][O:37][CH2:36][CH2:35]3)=[CH:30][CH:29]=2)[C:42]([OH:43])=[N:41][N:40]=1)[C:2]1[CH:7]=[CH:6][CH:5]=[CH:4][CH:3]=1. The catalyst class is: 7. (2) Reactant: [CH3:1][S:2](Cl)(=[O:4])=[O:3].[C:6]([O:10][C:11]([NH:13][CH2:14][CH2:15][O:16][CH2:17]CO)=[O:12])([CH3:9])([CH3:8])[CH3:7].C(N(CC)CC)C. Product: [C:6]([O:10][C:11]([NH:13][CH2:14][CH2:15][O:16][CH2:17][CH:1]=[S:2](=[O:4])=[O:3])=[O:12])([CH3:9])([CH3:8])[CH3:7]. The catalyst class is: 4. (3) Reactant: B.[CH3:2][O:3][CH2:4][O:5][C:6]1[CH:11]=[C:10]([O:12][CH2:13][O:14][CH3:15])[CH:9]=[CH:8][C:7]=1[CH:16]1[CH2:21][CH2:20][CH2:19][C:18](=[N:22][OH:23])[CH2:17]1.C(O)(=O)C.C(=O)([O-])O.[Na+]. Product: [CH3:2][O:3][CH2:4][O:5][C:6]1[CH:11]=[C:10]([O:12][CH2:13][O:14][CH3:15])[CH:9]=[CH:8][C:7]=1[CH:16]1[CH2:21][CH2:20][CH2:19][CH:18]([NH:22][OH:23])[CH2:17]1. The catalyst class is: 7. (4) Reactant: [NH:1]1[C:9]2[C:4](=[CH:5][CH:6]=[CH:7][C:8]=2[C:10]([OH:12])=O)[CH:3]=[CH:2]1.CN(C(ON1N=NC2C=CC=CC1=2)=[N+](C)C)C.[B-](F)(F)(F)F.C(N(CC)C(C)C)(C)C.[C:44]([C:48]1[CH:64]=[CH:63][C:51]([CH2:52][NH:53][CH2:54][CH2:55][C:56]2[CH:61]=[CH:60][CH:59]=[C:58]([F:62])[CH:57]=2)=[CH:50][CH:49]=1)([CH3:47])([CH3:46])[CH3:45]. Product: [C:44]([C:48]1[CH:64]=[CH:63][C:51]([CH2:52][N:53]([CH2:54][CH2:55][C:56]2[CH:61]=[CH:60][CH:59]=[C:58]([F:62])[CH:57]=2)[C:10]([C:8]2[CH:7]=[CH:6][CH:5]=[C:4]3[C:9]=2[NH:1][CH:2]=[CH:3]3)=[O:12])=[CH:50][CH:49]=1)([CH3:47])([CH3:45])[CH3:46]. The catalyst class is: 18. (5) Reactant: CCN(S(F)(F)[F:7])CC.[N:10]12[CH2:17][CH2:16][CH:13]([CH2:14][CH2:15]1)[C@@H:12]([O:18][C:19](=[O:34])[C:20](O)([C:27]1[CH:32]=[CH:31][CH:30]=[CH:29][CH:28]=1)[C:21]1[CH:26]=[CH:25][CH:24]=[CH:23][CH:22]=1)[CH2:11]2.O.C(=O)([O-])O.[Na+]. Product: [N:10]12[CH2:17][CH2:16][CH:13]([CH2:14][CH2:15]1)[C@@H:12]([O:18][C:19](=[O:34])[C:20]([F:7])([C:27]1[CH:32]=[CH:31][CH:30]=[CH:29][CH:28]=1)[C:21]1[CH:26]=[CH:25][CH:24]=[CH:23][CH:22]=1)[CH2:11]2. The catalyst class is: 2.